This data is from Catalyst prediction with 721,799 reactions and 888 catalyst types from USPTO. The task is: Predict which catalyst facilitates the given reaction. (1) Reactant: [N:1]1[CH:6]=[CH:5][C:4]([C:7]2[N:12]=[C:11]([N:13]3[CH2:19][CH2:18][CH2:17][N:16](C(OC(C)(C)C)=O)[CH2:15][CH2:14]3)[C:10]([N:27]3[CH2:31][CH2:30][CH2:29][CH2:28]3)=[N:9][CH:8]=2)=[CH:3][CH:2]=1.[ClH:32]. Product: [ClH:32].[N:1]1[CH:6]=[CH:5][C:4]([C:7]2[N:12]=[C:11]([N:13]3[CH2:19][CH2:18][CH2:17][NH:16][CH2:15][CH2:14]3)[C:10]([N:27]3[CH2:31][CH2:30][CH2:29][CH2:28]3)=[N:9][CH:8]=2)=[CH:3][CH:2]=1. The catalyst class is: 275. (2) The catalyst class is: 117. Reactant: C1(C2C=CC(B3OC(C)(C)C(C)(C)O3)=CN=2)C=CC=CC=1.[O-]P([O-])([O-])=O.[K+].[K+].[K+].C(Cl)Cl.Cl[C:34]1[CH:39]=[C:38]([N:40](COCC[Si](C)(C)C)COCC[Si](C)(C)C)[N:37]2[N:57]=[CH:58][C:59](I)=[C:36]2[N:35]=1. Product: [N:57]1[N:37]2[C:38]([NH2:40])=[CH:39][CH:34]=[N:35][C:36]2=[CH:59][CH:58]=1. (3) Reactant: [CH3:1][N:2]1[C:10]2[C:9](=[O:11])[NH:8][C:7]([CH3:12])=[N:6][C:5]=2[C:4]([CH2:13][CH2:14][CH3:15])=[N:3]1.[CH2:16]([O:18][C:19](=[O:38])[C:20]([O:23][C:24]1[CH:29]=[CH:28][CH:27]=[C:26]([CH2:30][CH2:31][CH2:32]OS(C)(=O)=O)[CH:25]=1)([CH3:22])[CH3:21])[CH3:17]. Product: [CH2:16]([O:18][C:19](=[O:38])[C:20]([O:23][C:24]1[CH:29]=[CH:28][CH:27]=[C:26]([CH2:30][CH2:31][CH2:32][N:8]2[C:9](=[O:11])[C:10]3[N:2]([CH3:1])[N:3]=[C:4]([CH2:13][CH2:14][CH3:15])[C:5]=3[N:6]=[C:7]2[CH3:12])[CH:25]=1)([CH3:21])[CH3:22])[CH3:17]. The catalyst class is: 42.